Dataset: Full USPTO retrosynthesis dataset with 1.9M reactions from patents (1976-2016). Task: Predict the reactants needed to synthesize the given product. (1) Given the product [CH3:15][N:13]1[C:14]2[C:10](=[CH:9][CH:8]=[CH:7][C:6]=2[Br:5])[CH:11]=[CH:12]1, predict the reactants needed to synthesize it. The reactants are: [H-].[Na+].CI.[Br:5][C:6]1[CH:7]=[CH:8][CH:9]=[C:10]2[C:14]=1[NH:13][CH:12]=[CH:11]2.[C:15]([O-])(O)=O.[Na+]. (2) Given the product [NH2:12][C:9]1[C:10]2[N:11]=[C:2]([C:16]3[CH:17]=[C:18]([CH:22]=[C:23]([F:25])[CH:24]=3)[C:19]([OH:21])=[O:20])[CH:3]=[CH:4][C:5]=2[N:6]=[CH:7][N:8]=1, predict the reactants needed to synthesize it. The reactants are: Cl[C:2]1[CH:3]=[CH:4][C:5]2[N:6]=[CH:7][N:8]=[C:9]([NH2:12])[C:10]=2[N:11]=1.B([C:16]1[CH:17]=[C:18]([CH:22]=[C:23]([F:25])[CH:24]=1)[C:19]([OH:21])=[O:20])(O)O.C(=O)([O-])[O-].[K+].[K+]. (3) The reactants are: Cl.O.[NH:3]1[CH2:8][CH2:7][C:6](=[O:9])[CH2:5][CH2:4]1.C(N(C(C)C)CC)(C)C.[F:19][C:20]1[CH:21]=[C:22]([N+:27]([O-:29])=[O:28])[CH:23]=[CH:24][C:25]=1F. Given the product [F:19][C:20]1[CH:21]=[C:22]([N+:27]([O-:29])=[O:28])[CH:23]=[CH:24][C:25]=1[N:3]1[CH2:8][CH2:7][C:6](=[O:9])[CH2:5][CH2:4]1, predict the reactants needed to synthesize it. (4) Given the product [CH3:1][O:2][C:3]1[CH:4]=[CH:5][C:6]([N:9]2[C:10]3[CH:15]=[CH:14][N:13]=[CH:12][C:11]=3[N:16]=[C:20]2[CH2:19][C:17]#[N:18])=[CH:7][CH:8]=1, predict the reactants needed to synthesize it. The reactants are: [CH3:1][O:2][C:3]1[CH:8]=[CH:7][C:6]([NH:9][C:10]2[CH:15]=[CH:14][N:13]=[CH:12][C:11]=2[NH2:16])=[CH:5][CH:4]=1.[C:17]([CH2:19][C:20](OCC)=O)#[N:18].